From a dataset of Full USPTO retrosynthesis dataset with 1.9M reactions from patents (1976-2016). Predict the reactants needed to synthesize the given product. Given the product [Cl:23][C:13]1[C:14]2[C:19](=[CH:18][N:17]=[CH:16][CH:15]=2)[C:10]2[CH:9]=[CH:8][CH:7]=[C:6]([C:3]3[NH:4][CH:5]=[N:1][N:2]=3)[C:11]=2[N:12]=1, predict the reactants needed to synthesize it. The reactants are: [N:1]1[N:2]=[C:3]([C:6]2[C:11]3[NH:12][C:13](=O)[C:14]4[C:19]([C:10]=3[CH:9]=[CH:8][CH:7]=2)=[CH:18][N:17]=[CH:16][CH:15]=4)[NH:4][CH:5]=1.P(Cl)(Cl)([Cl:23])=O.